Predict the product of the given reaction. From a dataset of Forward reaction prediction with 1.9M reactions from USPTO patents (1976-2016). (1) Given the reactants C(OC([N:8]1[CH2:13][CH2:12][N:11]([C:14]2[CH:15]=[N:16][C:17]([Cl:20])=[CH:18][CH:19]=2)[CH2:10][CH2:9]1)=O)(C)(C)C.C(O)(C(F)(F)F)=O, predict the reaction product. The product is: [Cl:20][C:17]1[N:16]=[CH:15][C:14]([N:11]2[CH2:10][CH2:9][NH:8][CH2:13][CH2:12]2)=[CH:19][CH:18]=1. (2) The product is: [CH2:13]([N:1]1[C:5]2=[N:6][C:7]([C:10]#[N:11])=[CH:8][CH:9]=[C:4]2[CH:3]=[CH:2]1)[CH:14]([CH3:16])[CH3:15]. Given the reactants [NH:1]1[C:5]2=[N:6][C:7]([C:10]#[N:11])=[CH:8][CH:9]=[C:4]2[CH:3]=[CH:2]1.Cl[CH2:13][CH:14]([CH3:16])[CH3:15], predict the reaction product. (3) Given the reactants [C:1]([OH:9])(=O)[C:2]1[CH:7]=[CH:6][CH:5]=[N:4][CH:3]=1.C(Cl)(=O)C(Cl)=O.[CH3:16][O:17][C:18](=[O:40])[C@H:19]([CH2:36][CH2:37][S:38][CH3:39])[NH:20][C:21](=[O:35])[C:22]1[CH:27]=[CH:26][C:25]([NH2:28])=[CH:24][C:23]=1[C:29]1[CH:34]=[CH:33][CH:32]=[CH:31][CH:30]=1.C([O-])(O)=O.[Na+], predict the reaction product. The product is: [CH3:16][O:17][C:18](=[O:40])[C@H:19]([CH2:36][CH2:37][S:38][CH3:39])[NH:20][C:21](=[O:35])[C:22]1[CH:27]=[CH:26][C:25]([NH:28][C:1]([C:2]2[CH:3]=[N:4][CH:5]=[CH:6][CH:7]=2)=[O:9])=[CH:24][C:23]=1[C:29]1[CH:30]=[CH:31][CH:32]=[CH:33][CH:34]=1. (4) Given the reactants Br[C:2]1[CH:7]=[CH:6][C:5]([S:8]([N:11]2[CH2:16][CH2:15][CH:14]([CH3:17])[CH2:13][CH2:12]2)(=[O:10])=[O:9])=[CH:4][CH:3]=1.C([O-])(=O)C.[K+].[CH3:23][O:24][C:25]1[CH:30]=[CH:29][N:28]=[C:27]([CH2:31][CH2:32][C:33]2[NH:42][C:36]3=[N:37][CH:38]=[C:39](I)[CH:40]=[C:35]3[N:34]=2)[CH:26]=1.C(=O)([O-])[O-].[K+].[K+].[Cl-].[Li+], predict the reaction product. The product is: [CH3:23][O:24][C:25]1[CH:30]=[CH:29][N:28]=[C:27]([CH2:31][CH2:32][C:33]2[NH:42][C:36]3=[N:37][CH:38]=[C:39]([C:2]4[CH:7]=[CH:6][C:5]([S:8]([N:11]5[CH2:16][CH2:15][CH:14]([CH3:17])[CH2:13][CH2:12]5)(=[O:10])=[O:9])=[CH:4][CH:3]=4)[CH:40]=[C:35]3[N:34]=2)[CH:26]=1.